Dataset: Peptide-MHC class I binding affinity with 185,985 pairs from IEDB/IMGT. Task: Regression. Given a peptide amino acid sequence and an MHC pseudo amino acid sequence, predict their binding affinity value. This is MHC class I binding data. (1) The peptide sequence is MLLINLTTI. The MHC is H-2-Db with pseudo-sequence H-2-Db. The binding affinity (normalized) is 0.915. (2) The peptide sequence is RLHGLEAFSL. The MHC is HLA-A02:06 with pseudo-sequence HLA-A02:06. The binding affinity (normalized) is 0.402.